This data is from Forward reaction prediction with 1.9M reactions from USPTO patents (1976-2016). The task is: Predict the product of the given reaction. (1) Given the reactants [NH2:1][C:2]1[CH:3]=[C:4]([C:9]([N:11]2[CH2:16][CH2:15][CH:14]([C:17]3[CH:22]=[CH:21][C:20](Br)=[CH:19][CH:18]=3)[CH2:13][CH2:12]2)=[O:10])[CH:5]=[CH:6][C:7]=1[CH3:8].C([O-])([O-])=O.[Na+].[Na+].[CH3:30][N:31]1[CH:35]=[C:34](B2OC(C)(C)C(C)(C)O2)[CH:33]=[N:32]1.O, predict the reaction product. The product is: [NH2:1][C:2]1[CH:3]=[C:4]([C:9]([N:11]2[CH2:16][CH2:15][CH:14]([C:17]3[CH:22]=[CH:21][C:20]([C:34]4[CH:33]=[N:32][N:31]([CH3:30])[CH:35]=4)=[CH:19][CH:18]=3)[CH2:13][CH2:12]2)=[O:10])[CH:5]=[CH:6][C:7]=1[CH3:8]. (2) Given the reactants [CH2:1]([O:3][C:4](=[O:31])[C:5]([O:23][C:24]1[CH:29]=[CH:28][C:27]([CH3:30])=[CH:26][CH:25]=1)([CH3:22])[CH:6]([C:8]1[CH:13]=[CH:12][C:11]([O:14][CH2:15][C:16]2[CH:21]=[CH:20][CH:19]=[CH:18][CH:17]=2)=[CH:10][CH:9]=1)O)[CH3:2].B(F)(F)F.CCOCC.C([SiH](CC)CC)C.C([O-])([O-])=O.[Na+].[Na+], predict the reaction product. The product is: [CH2:1]([O:3][C:4](=[O:31])[C:5]([O:23][C:24]1[CH:25]=[CH:26][C:27]([CH3:30])=[CH:28][CH:29]=1)([CH3:22])[CH2:6][C:8]1[CH:9]=[CH:10][C:11]([O:14][CH2:15][C:16]2[CH:21]=[CH:20][CH:19]=[CH:18][CH:17]=2)=[CH:12][CH:13]=1)[CH3:2]. (3) Given the reactants [O:1]=[S:2]1(=[O:32])[C:8]2[CH:9]=[CH:10][CH:11]=[CH:12][C:7]=2[CH2:6][N:5]([C:13]2[CH:22]=[C:21]([N:23]3[CH2:27][CH2:26][CH:25]([C:28](Cl)=[O:29])[CH2:24]3)[C:20]3[C:15](=[CH:16][CH:17]=[C:18]([CH3:31])[CH:19]=3)[N:14]=2)[CH2:4][CH2:3]1.[NH3:33], predict the reaction product. The product is: [O:1]=[S:2]1(=[O:32])[C:8]2[CH:9]=[CH:10][CH:11]=[CH:12][C:7]=2[CH2:6][N:5]([C:13]2[CH:22]=[C:21]([N:23]3[CH2:27][CH2:26][CH:25]([C:28]([NH2:33])=[O:29])[CH2:24]3)[C:20]3[C:15](=[CH:16][CH:17]=[C:18]([CH3:31])[CH:19]=3)[N:14]=2)[CH2:4][CH2:3]1. (4) Given the reactants O1CC[O:3][CH:2]1[C:6]1[S:7][C:8]([CH:11]([OH:14])[CH2:12][OH:13])=[CH:9][N:10]=1.O.[C:16]1(C)[CH:21]=CC(S([O-])(=O)=O)=C[CH:17]=1.[NH+]1C=CC=CC=1, predict the reaction product. The product is: [CH3:17][C:16]1([CH3:21])[O:14][CH:11]([C:8]2[S:7][C:6]([CH:2]=[O:3])=[N:10][CH:9]=2)[CH2:12][O:13]1. (5) Given the reactants [CH3:1][O:2][C:3]1[CH:4]=[CH:5][C:6]2[N:10]=[C:9]([S:11]([CH2:13][C:14]3[C:19]([CH3:20])=[C:18]([O:21][CH3:22])[C:17]([CH3:23])=[CH:16][N:15]=3)=[O:12])[N:8](COC(=O)[C@H](C3C=CC=CC=3)O)[C:7]=2[CH:36]=1.[OH-].[Na+].C(OC)=O, predict the reaction product. The product is: [CH3:1][O:2][C:3]1[CH:4]=[CH:5][C:6]2[NH:10][C:9]([S:11]([CH2:13][C:14]3[C:19]([CH3:20])=[C:18]([O:21][CH3:22])[C:17]([CH3:23])=[CH:16][N:15]=3)=[O:12])=[N:8][C:7]=2[CH:36]=1.